From a dataset of Full USPTO retrosynthesis dataset with 1.9M reactions from patents (1976-2016). Predict the reactants needed to synthesize the given product. Given the product [CH3:15][O:14][C:11]1[CH:12]=[C:13]2[C:8](=[CH:9][CH:10]=1)[NH:7][C:6](=[O:16])[CH2:5]2, predict the reactants needed to synthesize it. The reactants are: COC([CH:5]1[C:13]2[C:8](=[CH:9][CH:10]=[C:11]([O:14][CH3:15])[CH:12]=2)[NH:7][C:6]1=[O:16])=O.Cl.[OH-].[K+].